From a dataset of HIV replication inhibition screening data with 41,000+ compounds from the AIDS Antiviral Screen. Binary Classification. Given a drug SMILES string, predict its activity (active/inactive) in a high-throughput screening assay against a specified biological target. (1) The compound is O=C(NCc1ccccc1)c1cc2cc(O)c(O)cc2cn1. The result is 0 (inactive). (2) The drug is COc1cc(C(=O)N(C)N(C)C)cc(OC)c1OC. The result is 0 (inactive). (3) The compound is COc1cc2c(cc1O)CCC1C2CCC2(C)C(O)CCC12. The result is 0 (inactive). (4) The drug is COc1ccc(C=C2SC(=S)N(C=C3C(=O)N(c4ccccc4)N=C3C)C2=O)cc1OC. The result is 0 (inactive). (5) The drug is CC(=O)CC(=O)N1CCOC1=O. The result is 0 (inactive). (6) The molecule is COC(=O)c1c(O)c2c(c3c1OC(C)(C)CC3)OC(C)(C)CC2. The result is 0 (inactive). (7) The molecule is Nc1c(Cl)cccc1-c1c[nH]c(Cl)c1Cl. The result is 0 (inactive). (8) The drug is [O-][n+]1c2c([n+]([O-])c3ccccc31)-c1cccc3cccc-2c13. The result is 0 (inactive). (9) The drug is CC1C2CC(C(C3C(=O)C4CC3C(C)(C)C4C)C2=O)C1(C)C. The result is 0 (inactive). (10) The drug is CCCCCCCCCCCCCCCCC(C(=O)OC)=C(O)C(=O)OCC.[NaH]. The result is 0 (inactive).